This data is from Reaction yield outcomes from USPTO patents with 853,638 reactions. The task is: Predict the reaction yield, written as a fraction of the theoretical maximum amount of product (1.0 means a 100% yield; for example, 0.34 means a 34% yield). (1) The reactants are [Br:1][C:2]1[C:7]([CH3:8])=[CH:6][CH:5]=[CH:4][C:3]=1[CH:9]([OH:14])[C:10]([O:12][CH3:13])=[O:11].Cl(O)(=O)(=O)=O.C(=O)(O)[O-].[Na+].O.C(O[C:30]([CH3:33])([CH3:32])[CH3:31])(=O)C. No catalyst specified. The product is [Br:1][C:2]1[C:7]([CH3:8])=[CH:6][CH:5]=[CH:4][C:3]=1[CH:9]([O:14][C:30]([CH3:33])([CH3:32])[CH3:31])[C:10]([O:12][CH3:13])=[O:11]. The yield is 0.640. (2) The reactants are [Br:1][C:2]1[C:3]2[O:10][C:9]([C:11]3[O:12]CC(C)(C)N=3)=[C:8]([NH:18][C:19]3[CH:24]=[CH:23][C:22]([I:25])=[CH:21][C:20]=3[F:26])[C:4]=2[CH:5]=[N:6][CH:7]=1.Cl.[OH-:28].[Na+]. No catalyst specified. The product is [Br:1][C:2]1[C:3]2[O:10][C:9]([C:11]([OH:28])=[O:12])=[C:8]([NH:18][C:19]3[CH:24]=[CH:23][C:22]([I:25])=[CH:21][C:20]=3[F:26])[C:4]=2[CH:5]=[N:6][CH:7]=1. The yield is 0.690.